From a dataset of Full USPTO retrosynthesis dataset with 1.9M reactions from patents (1976-2016). Predict the reactants needed to synthesize the given product. (1) Given the product [CH:1]1([S:4]([N:7]2[CH:11]=[C:10]([C:22]3[N:27]=[C:26]([NH2:28])[CH:25]=[CH:24][N:23]=3)[CH:9]=[N:8]2)(=[O:5])=[O:6])[CH2:2][CH2:3]1, predict the reactants needed to synthesize it. The reactants are: [CH:1]1([S:4]([N:7]2[CH:11]=[C:10](B3OC(C)(C)C(C)(C)O3)[CH:9]=[N:8]2)(=[O:6])=[O:5])[CH2:3][CH2:2]1.Br[C:22]1[N:27]=[C:26]([NH2:28])[CH:25]=[CH:24][N:23]=1.C(=O)([O-])[O-].[Na+].[Na+].O.C(#N)C. (2) Given the product [NH2:1][C:2]1[N:7]=[C:6]([S:8]([N:11]([CH3:40])[C:12]([C:14]2[C:15]([N:32]3[CH2:36][C@@H:35]([CH3:37])[CH2:34][C:33]3([CH3:39])[CH3:38])=[N:16][C:17]([C:20]3[CH:25]=[C:24]([O:26][CH2:27][CH:28]([CH3:30])[CH3:29])[CH:23]=[C:22]([F:31])[CH:21]=3)=[CH:18][CH:19]=2)=[O:13])(=[O:9])=[O:10])[CH:5]=[CH:4][CH:3]=1, predict the reactants needed to synthesize it. The reactants are: [NH2:1][C:2]1[N:7]=[C:6]([S:8]([NH:11][C:12]([C:14]2[C:15]([N:32]3[CH2:36][C@@H:35]([CH3:37])[CH2:34][C:33]3([CH3:39])[CH3:38])=[N:16][C:17]([C:20]3[CH:25]=[C:24]([O:26][CH2:27][CH:28]([CH3:30])[CH3:29])[CH:23]=[C:22]([F:31])[CH:21]=3)=[CH:18][CH:19]=2)=[O:13])(=[O:10])=[O:9])[CH:5]=[CH:4][CH:3]=1.[C:40]([O-])([O-])=O.[Cs+].[Cs+].O. (3) Given the product [CH3:11][C:12]1[CH:17]=[C:16]([C:2]2[CH:7]=[CH:6][C:5]([N+:8]([O-:10])=[O:9])=[CH:4][CH:3]=2)[CH:15]=[CH:14][CH:13]=1, predict the reactants needed to synthesize it. The reactants are: Br[C:2]1[CH:7]=[CH:6][C:5]([N+:8]([O-:10])=[O:9])=[CH:4][CH:3]=1.[CH3:11][C:12]1[CH:13]=[C:14](B(O)O)[CH:15]=[CH:16][CH:17]=1. (4) Given the product [O:6]1[CH2:4][CH:5]1[C:7]1[CH:8]=[N:9][CH:10]=[CH:11][CH:12]=1, predict the reactants needed to synthesize it. The reactants are: [H-].[Na+].Br[CH2:4][CH:5]([C:7]1[CH:8]=[N:9][CH:10]=[CH:11][CH:12]=1)[OH:6]. (5) The reactants are: [Br:1][C:2]1[CH:3]=[C:4]([CH:7]=[CH:8][C:9]=1[S:10](=[O:15])(=[O:14])[N:11]([CH3:13])[CH3:12])[CH2:5]O.S(Cl)([Cl:18])=O. Given the product [Br:1][C:2]1[CH:3]=[C:4]([CH:7]=[CH:8][C:9]=1[S:10](=[O:15])(=[O:14])[N:11]([CH3:13])[CH3:12])[CH2:5][Cl:18], predict the reactants needed to synthesize it. (6) Given the product [F:35][C:36]1[CH:37]=[CH:38][C:39]([C:42]2[C:50]3[O:49][C:48]([NH:51][C:5](=[O:7])[C:4]4[CH:8]=[CH:9][N:10]=[C:2]([CH3:1])[CH:3]=4)=[N:47][C:46]=3[C:45]([O:52][CH3:53])=[CH:44][CH:43]=2)=[CH:40][CH:41]=1, predict the reactants needed to synthesize it. The reactants are: [CH3:1][C:2]1[CH:3]=[C:4]([CH:8]=[CH:9][N:10]=1)[C:5]([OH:7])=O.CN(C(ON1N=NC2C=CC=NC1=2)=[N+](C)C)C.F[P-](F)(F)(F)(F)F.[F:35][C:36]1[CH:41]=[CH:40][C:39]([C:42]2[C:50]3[O:49][C:48]([NH2:51])=[N:47][C:46]=3[C:45]([O:52][CH3:53])=[CH:44][CH:43]=2)=[CH:38][CH:37]=1. (7) Given the product [Cl:1][C:2]1[N:3]=[CH:4][C:5]([CH2:8][NH:12][CH2:11][CH2:10][NH2:13])=[CH:6][CH:7]=1, predict the reactants needed to synthesize it. The reactants are: [Cl:1][C:2]1[CH:7]=[CH:6][C:5]([CH2:8]Cl)=[CH:4][N:3]=1.[CH2:10]([NH2:13])[CH2:11][NH2:12].